This data is from Reaction yield outcomes from USPTO patents with 853,638 reactions. The task is: Predict the reaction yield, written as a fraction of the theoretical maximum amount of product (1.0 means a 100% yield; for example, 0.34 means a 34% yield). The reactants are [NH2:1][C:2]1[S:3][C:4]([CH3:7])=[CH:5][N:6]=1.Br[CH2:9][C:10]([C:12]1[CH:17]=[CH:16][C:15]([N+:18]([O-:20])=[O:19])=[CH:14][CH:13]=1)=O.C(=O)(O)[O-].[Na+]. The catalyst is CCO. The product is [CH3:7][C:4]1[S:3][C:2]2=[N:1][C:10]([C:12]3[CH:13]=[CH:14][C:15]([N+:18]([O-:20])=[O:19])=[CH:16][CH:17]=3)=[CH:9][N:6]2[CH:5]=1. The yield is 0.260.